This data is from Catalyst prediction with 721,799 reactions and 888 catalyst types from USPTO. The task is: Predict which catalyst facilitates the given reaction. (1) Reactant: C(O)(C(F)(F)F)=O.C(OC([N:15]1[CH2:20][C@@H:19]2[CH2:21][C@H:16]1[CH2:17][N:18]2[CH2:22][C:23]1[N:24]([CH3:49])[C:25]2[C:30]([N:31]=1)=[C:29]([N:32]1[CH2:37][CH2:36][O:35][CH2:34][CH2:33]1)[N:28]=[C:27]([N:38]1[C:42]3[CH:43]=[CH:44][CH:45]=[CH:46][C:41]=3[N:40]=[C:39]1[CH2:47][CH3:48])[N:26]=2)=O)(C)(C)C. Product: [C@H:19]12[CH2:21][C@H:16]([NH:15][CH2:20]1)[CH2:17][N:18]2[CH2:22][C:23]1[N:24]([CH3:49])[C:25]2[C:30]([N:31]=1)=[C:29]([N:32]1[CH2:37][CH2:36][O:35][CH2:34][CH2:33]1)[N:28]=[C:27]([N:38]1[C:42]3[CH:43]=[CH:44][CH:45]=[CH:46][C:41]=3[N:40]=[C:39]1[CH2:47][CH3:48])[N:26]=2. The catalyst class is: 2. (2) Reactant: [NH2:1]OS(O)(=O)=O.[C:7]([O:11][C:12]([NH:14][C:15]1[S:16][CH:17]=[C:18](S([O-])=O)[N:19]=1)=[O:13])([CH3:10])([CH3:9])[CH3:8].[Li+].[C:24]([O-:27])(=O)C.[Na+]. Product: [C:24]([C:18]1[N:19]=[C:15]([NH:14][C:12](=[O:13])[O:11][C:7]([CH3:10])([CH3:9])[CH3:8])[S:16][CH:17]=1)(=[O:27])[NH2:1]. The catalyst class is: 6. (3) Reactant: [F:1][C:2]([F:15])([F:14])[C:3]1[CH:8]=[CH:7][C:6]([PH:9](=[O:13])[O:10][CH2:11][CH3:12])=[CH:5][CH:4]=1.Br[C:17]1[CH:22]=[CH:21][C:20]([O:23][CH:24]([CH3:26])[CH3:25])=[C:19]([CH:27]=[CH2:28])[CH:18]=1.C(N(CC)CC)C. Product: [CH2:11]([O:10][P:9]([C:6]1[CH:5]=[CH:4][C:3]([C:2]([F:14])([F:1])[F:15])=[CH:8][CH:7]=1)([C:17]1[CH:22]=[CH:21][C:20]([O:23][CH:24]([CH3:25])[CH3:26])=[C:19]([CH:27]=[CH2:28])[CH:18]=1)=[O:13])[CH3:12]. The catalyst class is: 533. (4) Reactant: [F:1][CH:2]([C:8]1[CH:13]=[CH:12][C:11](=[O:14])[N:10]([CH3:15])[N:9]=1)[C:3]([O:5][CH2:6][CH3:7])=[O:4].C[Si](C)(C)[N-][Si](C)(C)C.[Li+].[B-](F)(F)(F)[F:27].[B-](F)(F)(F)F.C1[N+]2(CCl)CC[N+](F)(CC2)C1. Product: [F:1][C:2]([F:27])([C:8]1[CH:13]=[CH:12][C:11](=[O:14])[N:10]([CH3:15])[N:9]=1)[C:3]([O:5][CH2:6][CH3:7])=[O:4]. The catalyst class is: 213.